This data is from Catalyst prediction with 721,799 reactions and 888 catalyst types from USPTO. The task is: Predict which catalyst facilitates the given reaction. Reactant: [F:1][C:2]1[CH:3]=[CH:4][C:5]2[N:6]([CH:8]=[C:9]([C:11]([NH:13][C@H:14]3[CH2:19][CH2:18][C@@H:17]([N:20]4[C:25](=[O:26])[C:24]5[CH:27]=[C:28]([F:31])[CH:29]=[N:30][C:23]=5[N:22]([C:32]5[CH:33]=[C:34]([C:38]6[CH:43]=[CH:42][C:41]([CH:44]=O)=[CH:40][CH:39]=6)[CH:35]=[CH:36][CH:37]=5)[C:21]4=[O:46])[CH2:16][CH2:15]3)=[O:12])[N:10]=2)[CH:7]=1.[NH2:47][CH:48]1[CH2:53][CH2:52][N:51](C(OC(C)(C)C)=O)[CH2:50][CH2:49]1.[Na].C(O)(C(F)(F)F)=O. Product: [F:1][C:2]1[CH:3]=[CH:4][C:5]2[N:6]([CH:8]=[C:9]([C:11]([NH:13][C@H:14]3[CH2:15][CH2:16][C@@H:17]([N:20]4[C:25](=[O:26])[C:24]5[CH:27]=[C:28]([F:31])[CH:29]=[N:30][C:23]=5[N:22]([C:32]5[CH:33]=[C:34]([C:38]6[CH:43]=[CH:42][C:41]([CH2:44][NH:47][CH:48]7[CH2:53][CH2:52][NH:51][CH2:50][CH2:49]7)=[CH:40][CH:39]=6)[CH:35]=[CH:36][CH:37]=5)[C:21]4=[O:46])[CH2:18][CH2:19]3)=[O:12])[N:10]=2)[CH:7]=1. The catalyst class is: 2.